From a dataset of Forward reaction prediction with 1.9M reactions from USPTO patents (1976-2016). Predict the product of the given reaction. Given the reactants Br[CH:2]([CH2:5][C:6]1[CH:11]=[CH:10][CH:9]=[CH:8][CH:7]=1)[CH:3]=O.BrC1(Br)C(=O)NC(=O)NC1=O.C1(C(C)C=O)C=CC=CC=1.[CH3:33][S:34](=[O:51])([CH:39]([C:41]1[CH:42]=[N:43][C:44]([C:47]([F:50])([F:49])[F:48])=[CH:45][CH:46]=1)[CH3:40])=[N:35][C:36]([NH2:38])=[S:37], predict the reaction product. The product is: [CH2:5]([C:2]1[S:37][C:36]([N:35]=[S:34]([CH:39]([C:41]2[CH:46]=[CH:45][C:44]([C:47]([F:48])([F:49])[F:50])=[N:43][CH:42]=2)[CH3:40])([CH3:33])=[O:51])=[N:38][CH:3]=1)[C:6]1[CH:11]=[CH:10][CH:9]=[CH:8][CH:7]=1.